From a dataset of Full USPTO retrosynthesis dataset with 1.9M reactions from patents (1976-2016). Predict the reactants needed to synthesize the given product. (1) Given the product [Cl:14][C:15]1[CH:20]=[CH:19][CH:18]=[CH:17][C:16]=1[N:21]1[CH2:26][CH2:25][N:24]([C:3]2[NH:12][C:11](=[O:13])[C:10]3[CH2:9][CH2:8][CH2:7][CH2:6][C:5]=3[N:4]=2)[CH2:23][CH2:22]1, predict the reactants needed to synthesize it. The reactants are: CS[C:3]1[NH:12][C:11](=[O:13])[C:10]2[CH2:9][CH2:8][CH2:7][CH2:6][C:5]=2[N:4]=1.[Cl:14][C:15]1[CH:20]=[CH:19][CH:18]=[CH:17][C:16]=1[N:21]1[CH2:26][CH2:25][NH:24][CH2:23][CH2:22]1. (2) Given the product [C:4]([O:3][C:1](=[O:2])[NH:8][C@H:9]([C:11](=[O:13])[NH:54][C:51]1([C:48]2[N:49]=[N:50][C:45]([C:43]3[CH:44]=[N:40][NH:41][CH:42]=3)=[CH:46][CH:47]=2)[CH2:52][CH2:53]1)[CH3:10])([CH3:5])([CH3:6])[CH3:7], predict the reactants needed to synthesize it. The reactants are: [C:1]([NH:8][C@H:9]([C:11]([OH:13])=O)[CH3:10])([O:3][C:4]([CH3:7])([CH3:6])[CH3:5])=[O:2].CN(C(ON1N=NC2C=CC=NC1=2)=[N+](C)C)C.F[P-](F)(F)(F)(F)F.Cl.Cl.[NH:40]1[CH:44]=[C:43]([C:45]2[N:50]=[N:49][C:48]([C:51]3([NH2:54])[CH2:53][CH2:52]3)=[CH:47][CH:46]=2)[CH:42]=[N:41]1.C(N(C(C)C)CC)(C)C.C([O-])([O-])=O.[Na+].[Na+]. (3) The reactants are: [H-].[Na+].[CH2:3]([OH:11])[CH2:4][C:5]1[CH:10]=[CH:9][CH:8]=[CH:7][CH:6]=1.[C:12]([O:16][C:17](=[O:35])[NH:18][CH:19]1[CH2:24][CH2:23][N:22]([S:25]([C:28]2[CH:29]=[N:30][C:31](Cl)=[CH:32][CH:33]=2)(=[O:27])=[O:26])[CH2:21][CH2:20]1)([CH3:15])([CH3:14])[CH3:13]. Given the product [C:12]([O:16][C:17](=[O:35])[NH:18][CH:19]1[CH2:20][CH2:21][N:22]([S:25]([C:28]2[CH:29]=[N:30][C:31]([O:11][CH2:3][CH2:4][C:5]3[CH:10]=[CH:9][CH:8]=[CH:7][CH:6]=3)=[CH:32][CH:33]=2)(=[O:27])=[O:26])[CH2:23][CH2:24]1)([CH3:15])([CH3:13])[CH3:14], predict the reactants needed to synthesize it. (4) Given the product [CH3:1][O:2][C:3]1[N:8]=[C:7]([CH2:9][CH2:10][C:11]([O:13][CH3:14])=[O:12])[CH:6]=[CH:5][CH:4]=1, predict the reactants needed to synthesize it. The reactants are: [CH3:1][O:2][C:3]1[N:8]=[C:7]([CH:9]=[CH:10][C:11]([O:13][CH3:14])=[O:12])[CH:6]=[CH:5][CH:4]=1.[H][H]. (5) Given the product [Cl:1][C:2]1[CH:3]=[C:4]([C:8]2[C:12]([NH:13][C:23]([C:16]3[CH:15]=[N:14][N:18]4[CH:19]=[CH:20][CH:21]=[N:22][C:17]=34)=[O:24])=[CH:11][NH:10][N:9]=2)[CH:5]=[CH:6][CH:7]=1, predict the reactants needed to synthesize it. The reactants are: [Cl:1][C:2]1[CH:3]=[C:4]([C:8]2[C:12]([NH2:13])=[CH:11][NH:10][N:9]=2)[CH:5]=[CH:6][CH:7]=1.[N:14]1[N:18]2[CH:19]=[CH:20][CH:21]=[N:22][C:17]2=[C:16]([C:23](O)=[O:24])[CH:15]=1.C(N(CC)C(C)C)(C)C. (6) Given the product [CH:34]1([CH2:37][N:38]2[C:43](=[O:44])[C:42]([CH2:45][N:11]3[CH2:12][CH2:13][N:8]([CH3:6])[CH2:9][CH2:10]3)=[CH:41][C:40]([C:51]3[CH:56]=[CH:55][C:54]([O:57][CH3:58])=[C:53]([F:59])[CH:52]=3)=[N:39]2)[CH2:36][CH2:35]1, predict the reactants needed to synthesize it. The reactants are: C(O[C:6]([N:8]1[CH2:13][CH2:12][N:11](C2C(=O)N(CC(C)C)N=C(C3C=CC(C)=C(F)C=3)C=2C)[CH2:10][CH2:9]1)=O)(C)(C)C.[CH:34]1([CH2:37][N:38]2[C:43](=[O:44])[C:42]([CH2:45]OS(C)(=O)=O)=[CH:41][C:40]([C:51]3[CH:56]=[CH:55][C:54]([O:57][CH3:58])=[C:53]([F:59])[CH:52]=3)=[N:39]2)[CH2:36][CH2:35]1.CN1CCNCC1. (7) Given the product [Cl:1][C:2]1[CH:12]=[CH:11][C:5]([C:6]([OH:8])=[O:7])=[C:4]([N+:13]([O-:15])=[O:14])[C:3]=1[NH:16][CH3:17], predict the reactants needed to synthesize it. The reactants are: [Cl:1][C:2]1[CH:12]=[CH:11][C:5]([C:6]([O:8]CC)=[O:7])=[C:4]([N+:13]([O-:15])=[O:14])[C:3]=1[NH:16][CH3:17].O.[OH-].[Li+].